This data is from Catalyst prediction with 721,799 reactions and 888 catalyst types from USPTO. The task is: Predict which catalyst facilitates the given reaction. (1) Reactant: C([O:5][C:6](=[O:58])[C:7]1[CH:12]=[CH:11][CH:10]=[C:9]([CH2:13][C@H:14]([NH:28][C:29](=[O:55])[C:30](=[N:46][O:47]CC2C=CC=CC=2)[C:31]2[CH:36]=[CH:35][C:34]([CH2:37][NH:38]C(OC(C)(C)C)=O)=[CH:33][CH:32]=2)[B:15]2[O:23]C3C(C)(C4CC(C3)C4(C)C)[O:16]2)[C:8]=1[O:56]C)(C)(C)C.B(Cl)(Cl)[Cl:60]. Product: [ClH:60].[NH2:38][CH2:37][C:34]1[CH:35]=[CH:36][C:31]([C:30](=[N:46][OH:47])[C:29]([NH:28][C@H:14]([B:15]([OH:16])[OH:23])[CH2:13][C:9]2[C:8]([OH:56])=[C:7]([CH:12]=[CH:11][CH:10]=2)[C:6]([OH:58])=[O:5])=[O:55])=[CH:32][CH:33]=1. The catalyst class is: 6. (2) Reactant: [Br:1][CH:2]([CH2:15][CH3:16])[C:3]([C:5]1[S:9][C:8]2[CH:10]=[CH:11][C:12]([Cl:14])=[CH:13][C:7]=2[CH:6]=1)=O.[NH:17]1[CH2:21][CH2:20][NH:19][C:18]1=[S:22].C(O)C. Product: [BrH:1].[Cl:14][C:12]1[CH:11]=[CH:10][C:8]2[S:9][C:5]([C:3]3[N:19]4[CH2:20][CH2:21][N:17]=[C:18]4[S:22][C:2]=3[CH2:15][CH3:16])=[CH:6][C:7]=2[CH:13]=1. The catalyst class is: 15.